This data is from TCR-epitope binding with 47,182 pairs between 192 epitopes and 23,139 TCRs. The task is: Binary Classification. Given a T-cell receptor sequence (or CDR3 region) and an epitope sequence, predict whether binding occurs between them. (1) The epitope is GVAMPNLYK. The TCR CDR3 sequence is CASKNRPTGNTIYF. Result: 0 (the TCR does not bind to the epitope). (2) The epitope is FTISVTTEIL. The TCR CDR3 sequence is CASSEAGVAYNEQFF. Result: 0 (the TCR does not bind to the epitope). (3) The epitope is FLNGSCGSV. The TCR CDR3 sequence is CASSQGWDSLGDTQYF. Result: 0 (the TCR does not bind to the epitope). (4) The epitope is RISNCVADY. The TCR CDR3 sequence is CICWGTSSYEQYF. Result: 0 (the TCR does not bind to the epitope). (5) The epitope is MPASWVMRI. The TCR CDR3 sequence is CASSLAQGGYEQYF. Result: 1 (the TCR binds to the epitope). (6) The epitope is ILGLPTQTV. The TCR CDR3 sequence is CASSSDIMNTEAFF. Result: 1 (the TCR binds to the epitope). (7) The TCR CDR3 sequence is CASSQVGQSSEKLFF. The epitope is ITEEVGHTDLMAAY. Result: 0 (the TCR does not bind to the epitope). (8) The epitope is AMFWSVPTV. Result: 1 (the TCR binds to the epitope). The TCR CDR3 sequence is CASSLEIVGETEAFF. (9) The epitope is YFPLQSYGF. The TCR CDR3 sequence is CASSQDLREGSYEQYF. Result: 1 (the TCR binds to the epitope). (10) The TCR CDR3 sequence is CASSVDGDPSLDEQFF. Result: 0 (the TCR does not bind to the epitope). The epitope is SEVGPEHSLAEY.